Task: Predict the product of the given reaction.. Dataset: Forward reaction prediction with 1.9M reactions from USPTO patents (1976-2016) (1) Given the reactants [Li+].CC([N-]C(C)C)C.[CH2:9]([O:11][C:12](=[O:22])[CH:13]([C:15]1[CH:20]=[CH:19][C:18]([CH3:21])=[CH:17][CH:16]=1)[CH3:14])[CH3:10].[Br:23][CH2:24][CH2:25][CH2:26][CH2:27]Br.[NH4+].[Cl-], predict the reaction product. The product is: [CH2:9]([O:11][C:12](=[O:22])[C:13]([CH3:14])([C:15]1[CH:16]=[CH:17][C:18]([CH3:21])=[CH:19][CH:20]=1)[CH2:27][CH2:26][CH2:25][CH2:24][Br:23])[CH3:10]. (2) Given the reactants [CH:1]([N:14]1[CH2:17][CH:16]([CH:18](OC)[C:19]2[C:27]3[C:22](=[CH:23][CH:24]=[C:25]([C:28]#[N:29])[CH:26]=3)[NH:21][CH:20]=2)[CH2:15]1)([C:8]1[CH:13]=[CH:12][CH:11]=[CH:10][CH:9]=1)[C:2]1[CH:7]=[CH:6][CH:5]=[CH:4][CH:3]=1.C([SiH](CC)CC)C.FC(F)(F)C(O)=O.[OH-].[NH4+], predict the reaction product. The product is: [CH:1]([N:14]1[CH2:15][CH:16]([CH2:18][C:19]2[C:27]3[C:22](=[CH:23][CH:24]=[C:25]([C:28]#[N:29])[CH:26]=3)[NH:21][CH:20]=2)[CH2:17]1)([C:2]1[CH:3]=[CH:4][CH:5]=[CH:6][CH:7]=1)[C:8]1[CH:13]=[CH:12][CH:11]=[CH:10][CH:9]=1. (3) Given the reactants [Si:1]([O:8][CH2:9][CH2:10][N:11]([CH:28]([CH3:30])[CH3:29])[C:12]([C:14]1[N:15]=[C:16]([N:19]2[CH2:22][CH:21](OS(C)(=O)=O)[CH2:20]2)[S:17][CH:18]=1)=[O:13])([C:4]([CH3:7])([CH3:6])[CH3:5])([CH3:3])[CH3:2].[C:31]([O-:34])(=[S:33])[CH3:32].[K+], predict the reaction product. The product is: [C:31]([S:33][CH:21]1[CH2:20][N:19]([C:16]2[S:17][CH:18]=[C:14]([C:12](=[O:13])[N:11]([CH2:10][CH2:9][O:8][Si:1]([C:4]([CH3:5])([CH3:7])[CH3:6])([CH3:3])[CH3:2])[CH:28]([CH3:30])[CH3:29])[N:15]=2)[CH2:22]1)(=[O:34])[CH3:32]. (4) The product is: [CH2:25]([C:27]([C:46]1[CH:51]=[CH:50][C:49]([O:10][CH2:11][C@@H:12]2[O:16][C:15](=[O:17])[CH2:14][CH2:13]2)=[C:48]([CH3:53])[CH:47]=1)([C:30]1[CH:35]=[CH:34][C:33]([B:36]2[O:40][C:39]([CH3:41])([CH3:42])[C:38]([CH3:43])([CH3:44])[O:37]2)=[C:32]([CH3:45])[CH:31]=1)[CH2:28][CH3:29])[CH3:26]. Given the reactants C1(C)C=CC(S([O:10][CH2:11][C@@H:12]2[O:16][C:15](=[O:17])[CH2:14][CH2:13]2)(=O)=O)=CC=1.C(=O)([O-])[O-].[K+].[K+].[CH2:25]([C:27]([C:46]1[CH:51]=[CH:50][C:49](O)=[C:48]([CH3:53])[CH:47]=1)([C:30]1[CH:35]=[CH:34][C:33]([B:36]2[O:40][C:39]([CH3:42])([CH3:41])[C:38]([CH3:44])([CH3:43])[O:37]2)=[C:32]([CH3:45])[CH:31]=1)[CH2:28][CH3:29])[CH3:26].C(OCC)(=O)C, predict the reaction product. (5) Given the reactants [OH:1][C@@H:2]1[C@@H:6]([OH:7])[CH2:5][N:4]([C:8]([O:10][C:11]([CH3:14])([CH3:13])[CH3:12])=[O:9])[CH2:3]1.Cl[C:16]([C:33]1[CH:38]=[CH:37][CH:36]=[CH:35][CH:34]=1)([C:25]1[CH:30]=[CH:29][C:28]([O:31][CH3:32])=[CH:27][CH:26]=1)[C:17]1[CH:22]=[CH:21][C:20]([O:23][CH3:24])=[CH:19][CH:18]=1, predict the reaction product. The product is: [CH3:32][O:31][C:28]1[CH:27]=[CH:26][C:25]([C:16]([C:17]2[CH:18]=[CH:19][C:20]([O:23][CH3:24])=[CH:21][CH:22]=2)([C:33]2[CH:38]=[CH:37][CH:36]=[CH:35][CH:34]=2)[O:1][C@@H:2]2[C@@H:6]([OH:7])[CH2:5][N:4]([C:8]([O:10][C:11]([CH3:14])([CH3:13])[CH3:12])=[O:9])[CH2:3]2)=[CH:30][CH:29]=1. (6) Given the reactants I[C:2]1[CH:12]=[CH:11][C:5]([C:6]([O:8][CH2:9][CH3:10])=[O:7])=[CH:4][CH:3]=1.C([Mg]Cl)(C)C.[F:18][C:19]([F:34])([F:33])[C:20]1[CH:21]=[C:22]([C:26]2[O:30][C:29]([CH:31]=[O:32])=[CH:28][CH:27]=2)[CH:23]=[CH:24][CH:25]=1.[Cl-].[NH4+], predict the reaction product. The product is: [OH:32][CH:31]([C:29]1[O:30][C:26]([C:22]2[CH:23]=[CH:24][CH:25]=[C:20]([C:19]([F:34])([F:18])[F:33])[CH:21]=2)=[CH:27][CH:28]=1)[C:2]1[CH:12]=[CH:11][C:5]([C:6]([O:8][CH2:9][CH3:10])=[O:7])=[CH:4][CH:3]=1. (7) Given the reactants [CH2:1]([C:3]1[N:4]=[C:5]([CH2:27][CH2:28][CH3:29])[N:6]([CH2:12][C:13]2[CH:18]=[CH:17][C:16]([C:19]3[C:20]([C:25]#[N:26])=[CH:21][CH:22]=[CH:23][CH:24]=3)=[CH:15][CH:14]=2)[C:7](=[O:11])[C:8]=1[CH:9]=[O:10])[CH3:2].P([O-])(O)(O)=[O:31].[Na+].CC(=CC)C.Cl([O-])=O.[Na+], predict the reaction product. The product is: [C:25]([C:20]1[CH:21]=[CH:22][CH:23]=[CH:24][C:19]=1[C:16]1[CH:17]=[CH:18][C:13]([CH2:12][N:6]2[C:7](=[O:11])[C:8]([C:9]([OH:31])=[O:10])=[C:3]([CH2:1][CH3:2])[N:4]=[C:5]2[CH2:27][CH2:28][CH3:29])=[CH:14][CH:15]=1)#[N:26]. (8) Given the reactants Cl.[CH3:2][C:3]1[CH:11]=[C:10]([O:12][CH2:13][CH2:14][C@H:15]([CH:17]2[CH2:22][CH2:21][NH:20][CH2:19][CH2:18]2)[CH3:16])[CH:9]=[CH:8][C:4]=1[C:5]([OH:7])=[O:6].Cl[C:24]1[N:29]=[CH:28][C:27]([CH2:30][CH3:31])=[CH:26][N:25]=1, predict the reaction product. The product is: [CH2:30]([C:27]1[CH:26]=[N:25][C:24]([N:20]2[CH2:19][CH2:18][CH:17]([C@H:15]([CH3:16])[CH2:14][CH2:13][O:12][C:10]3[CH:9]=[CH:8][C:4]([C:5]([OH:7])=[O:6])=[C:3]([CH3:2])[CH:11]=3)[CH2:22][CH2:21]2)=[N:29][CH:28]=1)[CH3:31]. (9) Given the reactants N[C:2]1[S:3][C:4]2[CH2:5][N:6]([CH3:11])[CH2:7][CH2:8][C:9]=2[N:10]=1.[BrH:12].N([O-])=O.[Na+].[OH-].[Na+], predict the reaction product. The product is: [Br:12][C:2]1[S:3][C:4]2[CH2:5][N:6]([CH3:11])[CH2:7][CH2:8][C:9]=2[N:10]=1. (10) Given the reactants [CH:1]1[CH:2]=[CH:3][C:4]([C:23]([OH:25])=[O:24])=[C:5]([C:7]2[C:17]3[CH:18]=[CH:19][C:20]([OH:22])=[CH:21][C:16]=3[O:15][C:14]3[C:8]=2[CH:9]=[CH:10][C:11]([CH:13]=3)=[O:12])[CH:6]=1.S(=O)(=O)(O)O.[C:31](=O)(O)[O-].[Na+], predict the reaction product. The product is: [CH3:31][O:24][C:23]([C:4]1[C:5]([C:7]2[C:8]3[CH:9]=[CH:10][C:11]([OH:12])=[CH:13][C:14]=3[O:15][C:16]3[C:17]=2[CH:18]=[CH:19][C:20]([CH:21]=3)=[O:22])=[CH:6][CH:1]=[CH:2][CH:3]=1)=[O:25].